From a dataset of Full USPTO retrosynthesis dataset with 1.9M reactions from patents (1976-2016). Predict the reactants needed to synthesize the given product. (1) Given the product [F:1][C:2]1([F:32])[CH2:3][CH2:4][N:5]([C:8]([C:10]2[N:11]([CH2:40][C:41]([F:44])([F:43])[F:42])[C:12]3[C:17]([CH:18]=2)=[CH:16][C:15]([C:19]([N:21]2[CH2:25][CH2:24][C@H:23]([N:46]([CH3:47])[CH3:45])[CH2:22]2)=[O:20])=[CH:14][CH:13]=3)=[O:9])[CH2:6][CH2:7]1, predict the reactants needed to synthesize it. The reactants are: [F:1][C:2]1([F:32])[CH2:7][CH2:6][N:5]([C:8]([C:10]2[NH:11][C:12]3[C:17]([CH:18]=2)=[CH:16][C:15]([C:19]([N:21]2[CH2:25][CH2:24][CH2:23][C@H:22]2CN2CCCC2)=[O:20])=[CH:14][CH:13]=3)=[O:9])[CH2:4][CH2:3]1.[H-].[Na+].CS(O[CH2:40][C:41]([F:44])([F:43])[F:42])(=O)=O.[CH3:45][N:46](C)[CH:47]=O. (2) Given the product [CH3:21][C:20]1[CH:19]=[CH:18][C:17]([NH:22][C:23](=[O:34])[C:24]2[CH:29]=[CH:28][CH:27]=[C:26]([C:30]([F:33])([F:31])[F:32])[CH:25]=2)=[CH:16][C:15]=1[NH:14][C:10]1[N:9]=[C:8]([C:5]2[CH:6]=[N:7][C:2]([NH:36][CH3:35])=[CH:3][CH:4]=2)[CH:13]=[CH:12][N:11]=1, predict the reactants needed to synthesize it. The reactants are: Cl[C:2]1[N:7]=[CH:6][C:5]([C:8]2[CH:13]=[CH:12][N:11]=[C:10]([NH:14][C:15]3[CH:16]=[C:17]([NH:22][C:23](=[O:34])[C:24]4[CH:29]=[CH:28][CH:27]=[C:26]([C:30]([F:33])([F:32])[F:31])[CH:25]=4)[CH:18]=[CH:19][C:20]=3[CH3:21])[N:9]=2)=[CH:4][CH:3]=1.[CH3:35][NH2:36]. (3) Given the product [CH:28]([C:23]1[C:8]2[C:7](=[CH:9][CH:16]=[CH:14][CH:15]=2)[N:6]([CH2:5][C:41]([OH:44])=[O:43])[CH:24]=1)=[O:56], predict the reactants needed to synthesize it. The reactants are: C(N=[C:5]=[N:6][CH:7]([CH3:9])[CH3:8])(C)C.C(N(CC)[CH:14]([CH3:16])[CH3:15])(C)C.ON1[C:24]2C=CC=[CH:28][C:23]=2N=N1.C(N)C1C=CC=CC=1.C([BH3-])#N.[Na+].[C:41]([O:44]C(=O)C)(=[O:43])C.C(N(CC)CC)C.C(O)(C(F)(F)F)=[O:56].C(Cl)Cl.